From a dataset of Full USPTO retrosynthesis dataset with 1.9M reactions from patents (1976-2016). Predict the reactants needed to synthesize the given product. Given the product [O:1]=[C:6]([NH:55][C:56]1[CH:61]=[CH:60][CH:59]=[CH:58][N:57]=1)[C:7]([C@@H:9]([NH:14][C:15](=[O:35])[O:16][C@H:17]([CH2:22][C:23]1[O:24][C:25]([C:28]2[CH:29]=[CH:30][C:31]([F:34])=[CH:32][CH:33]=2)=[N:26][N:27]=1)[C:18]([CH3:19])([CH3:20])[CH3:21])[CH2:10][CH2:11][CH2:12][CH3:13])=[O:8], predict the reactants needed to synthesize it. The reactants are: [O:1]=[O+][O-].C([C:6](=P(C1C=CC=CC=1)(C1C=CC=CC=1)C1C=CC=CC=1)[C:7]([C@@H:9]([NH:14][C:15](=[O:35])[O:16][C@H:17]([CH2:22][C:23]1[O:24][C:25]([C:28]2[CH:33]=[CH:32][C:31]([F:34])=[CH:30][CH:29]=2)=[N:26][N:27]=1)[C:18]([CH3:21])([CH3:20])[CH3:19])[CH2:10][CH2:11][CH2:12][CH3:13])=[O:8])#N.[NH2:55][C:56]1[CH:61]=[CH:60][CH:59]=[CH:58][N:57]=1.